Dataset: Forward reaction prediction with 1.9M reactions from USPTO patents (1976-2016). Task: Predict the product of the given reaction. (1) Given the reactants [H-].[Na+].C[O:4][C:5](=[O:20])[C@:6]1([CH3:19])[CH2:10][C@@H:9]([OH:11])[CH2:8][N:7]1[C:12]([O:14][C:15]([CH3:18])([CH3:17])[CH3:16])=[O:13].[Br:21][C:22]1[CH:29]=[CH:28][C:25]([CH2:26]Br)=[CH:24][CH:23]=1, predict the reaction product. The product is: [C:12]([N:7]1[CH2:8][C@H:9]([O:11][CH2:26][C:25]2[CH:28]=[CH:29][C:22]([Br:21])=[CH:23][CH:24]=2)[CH2:10][C@@:6]1([CH3:19])[C:5]([OH:4])=[O:20])([O:14][C:15]([CH3:18])([CH3:17])[CH3:16])=[O:13]. (2) Given the reactants [CH:1]1([C:4]([O:6][C@@H:7]2[C@@H:15]([CH2:16][CH2:17][CH:18]([CH3:20])[CH3:19])[C@H:14]([CH3:21])[O:13][C:12](=[O:22])[C@@H:11]([NH:23][C:24](=[O:34])[C:25]3[C:30]([OH:31])=[C:29]([O:32][CH3:33])[CH:28]=[CH:27][N:26]=3)[CH2:10][O:9][CH2:8]2)=[O:5])[CH2:3][CH2:2]1.[C:35](Cl)(=[O:37])[CH3:36], predict the reaction product. The product is: [CH:1]1([C:4]([O:6][C@@H:7]2[C@@H:15]([CH2:16][CH2:17][CH:18]([CH3:20])[CH3:19])[C@H:14]([CH3:21])[O:13][C:12](=[O:22])[C@@H:11]([NH:23][C:24](=[O:34])[C:25]3[C:30]([O:31][C:35](=[O:37])[CH3:36])=[C:29]([O:32][CH3:33])[CH:28]=[CH:27][N:26]=3)[CH2:10][O:9][CH2:8]2)=[O:5])[CH2:2][CH2:3]1. (3) Given the reactants [F:1][C:2]1[CH:7]=[C:6](B2OC(C)(C)C(C)(C)O2)[CH:5]=[CH:4][C:3]=1[C:17]1[N:18]=[CH:19][C:20]([NH2:23])=[N:21][CH:22]=1.Br[C:25]1[CH:30]=[CH:29][CH:28]=[CH:27][C:26]=1[NH:31][S:32]([N:35]1[CH2:40][CH2:39][O:38][CH2:37][CH2:36]1)(=[O:34])=[O:33], predict the reaction product. The product is: [NH2:23][C:20]1[N:21]=[CH:22][C:17]([C:3]2[CH:4]=[CH:5][C:6]([C:25]3[CH:30]=[CH:29][CH:28]=[CH:27][C:26]=3[NH:31][S:32]([N:35]3[CH2:40][CH2:39][O:38][CH2:37][CH2:36]3)(=[O:34])=[O:33])=[CH:7][C:2]=2[F:1])=[N:18][CH:19]=1.